Dataset: Forward reaction prediction with 1.9M reactions from USPTO patents (1976-2016). Task: Predict the product of the given reaction. (1) The product is: [CH3:21][O:22][C:23](=[O:26])[CH2:24][NH:25][C:17]([C:9]1[NH:8][C:12]2[CH:13]=[CH:14][CH:15]=[CH:16][C:11]=2[N:10]=1)=[O:19]. Given the reactants C(N(CC)CC)C.[NH:8]1[C:12]2[CH:13]=[CH:14][CH:15]=[CH:16][C:11]=2[N:10]=[C:9]1[C:17]([OH:19])=O.Cl.[CH3:21][O:22][C:23](=[O:26])[CH2:24][NH2:25].CN(C(ON1N=NC2C=CC=NC1=2)=[N+](C)C)C.F[P-](F)(F)(F)(F)F, predict the reaction product. (2) The product is: [C:37]([O:40][C:34]([NH:31][C:4]1[CH:8]=[CH:9][CH:10]=[C:2]([Br:1])[C:3]=1[F:11])=[O:19])([CH3:39])([CH3:38])[CH3:36]. Given the reactants [Br:1][C:2]1[C:3]([F:11])=[C:4]([CH:8]=[CH:9][CH:10]=1)C(O)=O.C1C=CC(P(N=[N+]=[N-])(C2C=CC=CC=2)=[O:19])=CC=1.C([N:31]([CH2:34]C)CC)C.[CH3:36][C:37]([OH:40])([CH3:39])[CH3:38], predict the reaction product. (3) Given the reactants [CH3:1]N(C)CCO.[Li+].CCC[CH2-].[Si:12]([O:19][CH2:20][C@H:21]1[O:25][C:24]([CH3:27])([CH3:26])[N:23]([C:28]([O:30][C:31]([CH3:34])([CH3:33])[CH3:32])=[O:29])[C@H:22]1[CH2:35][C:36]1[CH:41]=[CH:40][N:39]=[C:38]([Cl:42])[CH:37]=1)([C:15]([CH3:18])([CH3:17])[CH3:16])([CH3:14])[CH3:13].CI, predict the reaction product. The product is: [Si:12]([O:19][CH2:20][C@H:21]1[O:25][C:24]([CH3:27])([CH3:26])[N:23]([C:28]([O:30][C:31]([CH3:32])([CH3:33])[CH3:34])=[O:29])[C@H:22]1[CH2:35][C:36]1[CH:41]=[C:40]([CH3:1])[N:39]=[C:38]([Cl:42])[CH:37]=1)([C:15]([CH3:16])([CH3:17])[CH3:18])([CH3:13])[CH3:14]. (4) Given the reactants [O:1]=[C:2]1[N:8]([CH:9]2[CH2:14][CH2:13][N:12]([C:15]([O:17][C@H:18]([CH2:34][C:35]3[CH:40]=[C:39]([C:41]([F:44])([F:43])[F:42])[C:38]([NH2:45])=[C:37]([Cl:46])[CH:36]=3)[C:19]([N:21]3[CH2:26][CH2:25][CH:24]([N:27]4[CH2:32][CH2:31][N:30]([CH3:33])[CH2:29][CH2:28]4)[CH2:23][CH2:22]3)=[O:20])=[O:16])[CH2:11][CH2:10]2)[CH2:7][CH2:6][C:5]2[CH:47]=[CH:48][CH:49]=[CH:50][C:4]=2[NH:3]1.[C:51]([OH:58])(=[O:57])/[CH:52]=[CH:53]/[C:54]([OH:56])=[O:55], predict the reaction product. The product is: [C:51]([OH:58])(=[O:57])/[CH:52]=[CH:53]/[C:54]([OH:56])=[O:55].[C:51]([OH:58])(=[O:57])/[CH:52]=[CH:53]/[C:54]([OH:56])=[O:55].[O:1]=[C:2]1[N:8]([CH:9]2[CH2:14][CH2:13][N:12]([C:15]([O:17][C@H:18]([CH2:34][C:35]3[CH:40]=[C:39]([C:41]([F:43])([F:42])[F:44])[C:38]([NH2:45])=[C:37]([Cl:46])[CH:36]=3)[C:19]([N:21]3[CH2:26][CH2:25][CH:24]([N:27]4[CH2:28][CH2:29][N:30]([CH3:33])[CH2:31][CH2:32]4)[CH2:23][CH2:22]3)=[O:20])=[O:16])[CH2:11][CH2:10]2)[CH2:7][CH2:6][C:5]2[CH:47]=[CH:48][CH:49]=[CH:50][C:4]=2[NH:3]1.